This data is from Full USPTO retrosynthesis dataset with 1.9M reactions from patents (1976-2016). The task is: Predict the reactants needed to synthesize the given product. (1) Given the product [CH3:11][NH:12][C:13]([N:2]1[N:3]=[CH:4][C:5]2([CH2:10][CH2:9][O:8][CH2:7][CH2:6]2)[CH2:1]1)=[S:14], predict the reactants needed to synthesize it. The reactants are: [CH2:1]1[C:5]2([CH2:10][CH2:9][O:8][CH2:7][CH2:6]2)[CH2:4][N:3]=[N:2]1.[CH3:11][N:12]=[C:13]=[S:14]. (2) Given the product [CH3:1][N:2]([CH3:7])[CH2:3][C:4]([O:6][CH2:33][C:30]1[S:31][CH:32]=[C:28]([C:26](=[O:27])[NH:25][C@@H:23]([CH3:24])[CH2:22][N:19]2[CH:20]=[CH:21][C:17]([C:11]3[CH:12]=[CH:13][C:14]([C:15]#[N:16])=[C:9]([Cl:8])[CH:10]=3)=[N:18]2)[N:29]=1)=[O:5], predict the reactants needed to synthesize it. The reactants are: [CH3:1][N:2]([CH3:7])[CH2:3][C:4]([OH:6])=[O:5].[Cl:8][C:9]1[CH:10]=[C:11]([C:17]2[CH:21]=[CH:20][N:19]([CH2:22][C@@H:23]([NH:25][C:26]([C:28]3[N:29]=[C:30]([CH2:33]O)[S:31][CH:32]=3)=[O:27])[CH3:24])[N:18]=2)[CH:12]=[CH:13][C:14]=1[C:15]#[N:16].